From a dataset of NCI-60 drug combinations with 297,098 pairs across 59 cell lines. Regression. Given two drug SMILES strings and cell line genomic features, predict the synergy score measuring deviation from expected non-interaction effect. (1) Drug 1: C1=NNC2=C1C(=O)NC=N2. Drug 2: CN(C(=O)NC(C=O)C(C(C(CO)O)O)O)N=O. Cell line: LOX IMVI. Synergy scores: CSS=-0.0255, Synergy_ZIP=2.06, Synergy_Bliss=0.959, Synergy_Loewe=3.52, Synergy_HSA=-1.91. (2) Drug 1: CN1CCC(CC1)COC2=C(C=C3C(=C2)N=CN=C3NC4=C(C=C(C=C4)Br)F)OC. Drug 2: CC1=CC2C(CCC3(C2CCC3(C(=O)C)OC(=O)C)C)C4(C1=CC(=O)CC4)C. Cell line: NCI-H226. Synergy scores: CSS=0.627, Synergy_ZIP=-0.00964, Synergy_Bliss=-5.85, Synergy_Loewe=-18.7, Synergy_HSA=-11.3. (3) Synergy scores: CSS=-1.57, Synergy_ZIP=0.669, Synergy_Bliss=0.830, Synergy_Loewe=-3.89, Synergy_HSA=-2.85. Drug 1: CC12CCC3C(C1CCC2O)C(CC4=C3C=CC(=C4)O)CCCCCCCCCS(=O)CCCC(C(F)(F)F)(F)F. Drug 2: C(CCl)NC(=O)N(CCCl)N=O. Cell line: SK-MEL-5. (4) Drug 1: CCC1(CC2CC(C3=C(CCN(C2)C1)C4=CC=CC=C4N3)(C5=C(C=C6C(=C5)C78CCN9C7C(C=CC9)(C(C(C8N6C=O)(C(=O)OC)O)OC(=O)C)CC)OC)C(=O)OC)O.OS(=O)(=O)O. Drug 2: CNC(=O)C1=NC=CC(=C1)OC2=CC=C(C=C2)NC(=O)NC3=CC(=C(C=C3)Cl)C(F)(F)F. Cell line: UO-31. Synergy scores: CSS=3.01, Synergy_ZIP=-0.765, Synergy_Bliss=-0.00756, Synergy_Loewe=-0.623, Synergy_HSA=-0.546.